From a dataset of Reaction yield outcomes from USPTO patents with 853,638 reactions. Predict the reaction yield, written as a fraction of the theoretical maximum amount of product (1.0 means a 100% yield; for example, 0.34 means a 34% yield). (1) The reactants are Cl[C:2]1[CH:11]=[CH:10][C:5]([C:6]([O:8][CH3:9])=[O:7])=[CH:4][CH:3]=1.[CH3:12][NH:13][C:14]1[CH:19]=[CH:18][CH:17]=[CH:16][CH:15]=1.[O-]P([O-])([O-])=O.[K+].[K+].[K+]. The catalyst is COCCOC.CC([O-])=O.CC([O-])=O.[Pd+2]. The product is [CH3:9][O:8][C:6]([C:5]1[CH:10]=[CH:11][C:2]([N:13]([CH3:12])[C:14]2[CH:19]=[CH:18][CH:17]=[CH:16][CH:15]=2)=[CH:3][CH:4]=1)=[O:7]. The yield is 0.970. (2) The catalyst is C1(C)C=CC=CC=1. The reactants are C[C:2]1([CH3:9])[O:6][C@H:5]([CH2:7][OH:8])[CH2:4][O:3]1.[OH-].[K+].[CH2:12](Br)[CH2:13][CH2:14][CH2:15][CH2:16][CH2:17][CH2:18][CH2:19][CH2:20][CH2:21][CH2:22][CH2:23][CH2:24][CH2:25]CC.O. The product is [CH2:2]([O:3][CH2:4][CH:5]([CH2:7][OH:8])[OH:6])[CH2:9][CH2:25][CH2:24][CH2:23][CH2:22][CH2:21][CH2:20][CH2:19][CH2:18][CH2:17][CH2:16][CH2:15][CH2:14][CH2:13][CH3:12]. The yield is 0.820. (3) The product is [F:1][C:2]1[CH:7]=[CH:6][C:5]([C@@H:8]2[CH2:13][CH2:12][N:11]([C:16]([O:17][C:5]([CH3:8])([CH3:6])[CH3:4])=[O:19])[CH2:10][C@H:9]2[CH2:14][OH:15])=[CH:4][CH:3]=1. The yield is 0.900. The reactants are [F:1][C:2]1[CH:7]=[CH:6][C:5]([C@@H:8]2[CH2:13][CH2:12][NH:11][CH2:10][C@H:9]2[CH2:14][OH:15])=[CH:4][CH:3]=1.[C:16](=[O:19])([O-])[O-:17].[Na+].[Na+].ClCCl. The catalyst is O.